From a dataset of NCI-60 drug combinations with 297,098 pairs across 59 cell lines. Regression. Given two drug SMILES strings and cell line genomic features, predict the synergy score measuring deviation from expected non-interaction effect. (1) Drug 1: CCN(CC)CCNC(=O)C1=C(NC(=C1C)C=C2C3=C(C=CC(=C3)F)NC2=O)C. Drug 2: CC1CC(C(C(C=C(C(C(C=CC=C(C(=O)NC2=CC(=O)C(=C(C1)C2=O)OC)C)OC)OC(=O)N)C)C)O)OC. Cell line: HT29. Synergy scores: CSS=81.7, Synergy_ZIP=4.24, Synergy_Bliss=3.72, Synergy_Loewe=2.62, Synergy_HSA=8.77. (2) Drug 1: CC1=CC2C(CCC3(C2CCC3(C(=O)C)OC(=O)C)C)C4(C1=CC(=O)CC4)C. Drug 2: C1CN(P(=O)(OC1)NCCCl)CCCl. Cell line: TK-10. Synergy scores: CSS=-4.04, Synergy_ZIP=2.70, Synergy_Bliss=0.672, Synergy_Loewe=-4.29, Synergy_HSA=-3.91. (3) Drug 1: CN(C)C1=NC(=NC(=N1)N(C)C)N(C)C. Synergy scores: CSS=-2.67, Synergy_ZIP=1.80, Synergy_Bliss=-1.87, Synergy_Loewe=-4.17, Synergy_HSA=-4.52. Drug 2: CCC1(CC2CC(C3=C(CCN(C2)C1)C4=CC=CC=C4N3)(C5=C(C=C6C(=C5)C78CCN9C7C(C=CC9)(C(C(C8N6C=O)(C(=O)OC)O)OC(=O)C)CC)OC)C(=O)OC)O.OS(=O)(=O)O. Cell line: ACHN. (4) Drug 1: C1=C(C(=O)NC(=O)N1)F. Drug 2: CC(C)(C#N)C1=CC(=CC(=C1)CN2C=NC=N2)C(C)(C)C#N. Cell line: OVCAR3. Synergy scores: CSS=56.4, Synergy_ZIP=-3.17, Synergy_Bliss=-7.15, Synergy_Loewe=-6.78, Synergy_HSA=-6.73. (5) Drug 1: C1CCC(CC1)NC(=O)N(CCCl)N=O. Drug 2: CCC1(CC2CC(C3=C(CCN(C2)C1)C4=CC=CC=C4N3)(C5=C(C=C6C(=C5)C78CCN9C7C(C=CC9)(C(C(C8N6C)(C(=O)OC)O)OC(=O)C)CC)OC)C(=O)OC)O.OS(=O)(=O)O. Cell line: 786-0. Synergy scores: CSS=13.0, Synergy_ZIP=-8.10, Synergy_Bliss=-8.73, Synergy_Loewe=-15.4, Synergy_HSA=-6.06. (6) Synergy scores: CSS=21.2, Synergy_ZIP=10.4, Synergy_Bliss=4.77, Synergy_Loewe=-45.8, Synergy_HSA=-11.8. Drug 2: CC1C(C(CC(O1)OC2CC(OC(C2O)C)OC3=CC4=CC5=C(C(=O)C(C(C5)C(C(=O)C(C(C)O)O)OC)OC6CC(C(C(O6)C)O)OC7CC(C(C(O7)C)O)OC8CC(C(C(O8)C)O)(C)O)C(=C4C(=C3C)O)O)O)O. Cell line: MOLT-4. Drug 1: CS(=O)(=O)CCNCC1=CC=C(O1)C2=CC3=C(C=C2)N=CN=C3NC4=CC(=C(C=C4)OCC5=CC(=CC=C5)F)Cl. (7) Drug 1: C1=CC=C(C=C1)NC(=O)CCCCCCC(=O)NO. Drug 2: CN(C(=O)NC(C=O)C(C(C(CO)O)O)O)N=O. Cell line: TK-10. Synergy scores: CSS=10.7, Synergy_ZIP=-2.26, Synergy_Bliss=6.71, Synergy_Loewe=-17.0, Synergy_HSA=-0.948.